This data is from Peptide-MHC class I binding affinity with 185,985 pairs from IEDB/IMGT. The task is: Regression. Given a peptide amino acid sequence and an MHC pseudo amino acid sequence, predict their binding affinity value. This is MHC class I binding data. (1) The peptide sequence is TLLCGAATA. The MHC is HLA-A02:06 with pseudo-sequence HLA-A02:06. The binding affinity (normalized) is 1.00. (2) The peptide sequence is FFTYLCGFI. The MHC is HLA-A29:02 with pseudo-sequence HLA-A29:02. The binding affinity (normalized) is 0.380.